This data is from Forward reaction prediction with 1.9M reactions from USPTO patents (1976-2016). The task is: Predict the product of the given reaction. (1) Given the reactants C[N:2]1[CH2:8][CH:7]=[C:6](C2C=CC(C)=CC=2)[C:5]2[CH:16]=[CH:17][C:18](N3CCN(C4N=CC=CN=4)CC3)=[CH:19][C:4]=2[CH2:3]1, predict the reaction product. The product is: [NH:2]1[C:3]2[CH:4]=[CH:19][CH:18]=[CH:17][C:16]=2[CH:5]=[CH:6][CH:7]=[CH:8]1. (2) The product is: [ClH:1].[NH:2]1[CH2:8][CH:7]=[CH:6][CH2:5][C:4]2([C:16]3[C:11](=[CH:12][CH:13]=[CH:14][CH:15]=3)[NH:10][C:9]2=[O:17])[CH2:3]1. Given the reactants [ClH:1].[NH:2]1[CH2:8][CH:7]=[CH:6][CH2:5][C@:4]2([C:16]3[C:11](=[CH:12][CH:13]=[CH:14][CH:15]=3)[NH:10][C:9]2=[O:17])[CH2:3]1.Cl, predict the reaction product. (3) The product is: [CH:19]1([C:7]2[CH:16]=[C:15]3[C:10]([CH:11]=[CH:12][CH:13]=[N:14]3)=[CH:9][CH:8]=2)[CH2:21][CH2:20]1. Given the reactants FC(F)(F)S(O[C:7]1[CH:16]=[C:15]2[C:10]([CH:11]=[CH:12][CH:13]=[N:14]2)=[CH:9][CH:8]=1)(=O)=O.[CH:19]1(B(O)O)[CH2:21][CH2:20]1.[O-]P([O-])([O-])=O.[K+].[K+].[K+].C1(P(C2CCCCC2)C2CCCCC2)CCCCC1, predict the reaction product. (4) Given the reactants [Cl:1][C:2]1[CH:7]=[CH:6][CH:5]=[C:4]([F:8])[C:3]=1[C:9]1[NH:10][C:11](=[O:22])[N:12]([C:14]2[CH:19]=[CH:18][C:17]([C:20]#[CH:21])=[CH:16][CH:15]=2)[N:13]=1.[Cl:23][C:24]1[CH:29]=[CH:28][CH:27]=[C:26](I)[C:25]=1[F:31].CCCC[N+](CCCC)(CCCC)CCCC.[F-], predict the reaction product. The product is: [Cl:23][C:24]1[C:25]([F:31])=[C:26]([C:21]#[C:20][C:17]2[CH:18]=[CH:19][C:14]([N:12]3[C:11](=[O:22])[NH:10][C:9]([C:3]4[C:4]([F:8])=[CH:5][CH:6]=[CH:7][C:2]=4[Cl:1])=[N:13]3)=[CH:15][CH:16]=2)[CH:27]=[CH:28][CH:29]=1. (5) Given the reactants [O:1]1[CH2:6][CH2:5][CH:4]([NH:7][C:8]2[N:13]=[C:12]([C:14]3[CH:19]=[CH:18][NH:17][C:16](=[O:20])[CH:15]=3)[CH:11]=[CH:10][N:9]=2)[CH2:3][CH2:2]1.[C:21]([O-])([O-])=O.[K+].[K+].C([Si]([O:34][C:35]1([C:38]2[CH:43]=[CH:42][C:41]([Cl:44])=[C:40]([F:45])[CH:39]=2)[CH2:37][O:36]1)(C)C)(C)(C)C, predict the reaction product. The product is: [Cl:44][C:41]1[CH:42]=[CH:43][C:38]([C:35]([OH:34])([CH2:37][OH:36])[CH2:21][N:17]2[CH:18]=[CH:19][C:14]([C:12]3[CH:11]=[CH:10][N:9]=[C:8]([NH:7][CH:4]4[CH2:5][CH2:6][O:1][CH2:2][CH2:3]4)[N:13]=3)=[CH:15][C:16]2=[O:20])=[CH:39][C:40]=1[F:45]. (6) Given the reactants C1(C(C2C=CC=CC=2)[N:8]2[C:16]3[C:11](=[CH:12][CH:13]=[CH:14][CH:15]=3)[C:10]3([C:20]4[CH:21]=[C:22]([CH3:26])[C:23]([CH3:25])=[CH:24][C:19]=4[O:18][CH2:17]3)[C:9]2=[O:27])C=CC=CC=1.C1(C(C2C=CC=CC=2)N2C3C(=CC=CC=3)C3(C4C=C(C)C(OC)=CC=4OC3)C2=O)C=CC=CC=1, predict the reaction product. The product is: [CH3:26][C:22]1[C:23]([CH3:25])=[CH:24][C:19]2[O:18][CH2:17][C:10]3([C:11]4[C:16](=[CH:15][CH:14]=[CH:13][CH:12]=4)[NH:8][C:9]3=[O:27])[C:20]=2[CH:21]=1. (7) Given the reactants [CH:1]1([CH2:4][N:5]2[CH2:10][CH2:9][N:8]([C:11]([NH:13][C@H:14]([C@H:20]([C:22]3[C:30]4[C:25](=[CH:26][CH:27]=[CH:28][CH:29]=4)[NH:24][CH:23]=3)[CH3:21])[C:15]([O:17]CC)=[O:16])=[O:12])[CH2:7][CH2:6]2)[CH2:3][CH2:2]1.[OH-].[Na+].Cl.[Cl-].[Na+], predict the reaction product. The product is: [CH:1]1([CH2:4][N:5]2[CH2:10][CH2:9][N:8]([C:11]([NH:13][C@H:14]([C@H:20]([C:22]3[C:30]4[C:25](=[CH:26][CH:27]=[CH:28][CH:29]=4)[NH:24][CH:23]=3)[CH3:21])[C:15]([OH:17])=[O:16])=[O:12])[CH2:7][CH2:6]2)[CH2:3][CH2:2]1. (8) Given the reactants Cl[C:2]1[C:3]2[CH:10]=[CH:9][S:8][C:4]=2[N:5]=[CH:6][N:7]=1.[OH:11][CH:12]1[CH2:17][CH2:16][NH:15][CH2:14][CH2:13]1, predict the reaction product. The product is: [N:5]1[C:4]2[S:8][CH:9]=[CH:10][C:3]=2[C:2]([N:15]2[CH2:16][CH2:17][CH:12]([OH:11])[CH2:13][CH2:14]2)=[N:7][CH:6]=1. (9) Given the reactants Br[C:2]1[CH:3]=[CH:4][C:5]([N:10]2[CH:14]=[C:13]([CH3:15])[N:12]=[CH:11]2)=[C:6]([CH:9]=1)[C:7]#[N:8].[F:16][C:17]1[CH:22]=[CH:21][C:20]([N:23]2[C:27]([CH3:28])=[N:26][C:25]([NH2:29])=[N:24]2)=[CH:19][CH:18]=1, predict the reaction product. The product is: [F:16][C:17]1[CH:18]=[CH:19][C:20]([N:23]2[C:27]([CH3:28])=[N:26][C:25]([NH:29][C:2]3[CH:3]=[CH:4][C:5]([N:10]4[CH:14]=[C:13]([CH3:15])[N:12]=[CH:11]4)=[C:6]([CH:9]=3)[C:7]#[N:8])=[N:24]2)=[CH:21][CH:22]=1. (10) Given the reactants Cl[S:2]([C:5]1[S:6][C:7]([C:10]2[S:11][C:12]([CH3:15])=[CH:13][CH:14]=2)=[CH:8][CH:9]=1)(=[O:4])=[O:3].[NH2:16][C:17]1[O:21][N:20]=[C:19]([CH3:22])[C:18]=1[Br:23], predict the reaction product. The product is: [Br:23][C:18]1[C:19]([CH3:22])=[N:20][O:21][C:17]=1[NH:16][S:2]([C:5]1[S:6][C:7]([C:10]2[S:11][C:12]([CH3:15])=[CH:13][CH:14]=2)=[CH:8][CH:9]=1)(=[O:4])=[O:3].